This data is from Full USPTO retrosynthesis dataset with 1.9M reactions from patents (1976-2016). The task is: Predict the reactants needed to synthesize the given product. Given the product [Cl:1][C:2]1[C:7]([C:8]([F:10])([F:11])[F:9])=[CH:6][CH:5]=[CH:4][C:3]=1[CH2:12][N+:13]#[C-:14], predict the reactants needed to synthesize it. The reactants are: [Cl:1][C:2]1[C:7]([C:8]([F:11])([F:10])[F:9])=[CH:6][CH:5]=[CH:4][C:3]=1[CH2:12][NH:13][CH:14]=O.C(NC(C)C)(C)C.P(Cl)(Cl)(Cl)=O.C(=O)([O-])O.[Na+].